Dataset: Reaction yield outcomes from USPTO patents with 853,638 reactions. Task: Predict the reaction yield, written as a fraction of the theoretical maximum amount of product (1.0 means a 100% yield; for example, 0.34 means a 34% yield). The reactants are O=[C:2]1[CH2:11][CH2:10][C:9]2[C:4](=[CH:5][CH:6]=[CH:7][CH:8]=2)[CH:3]1[C:12]([O:14]CC)=O.[C:17]([C:21]1[N:22]=[C:23]([NH:26][NH2:27])[S:24][CH:25]=1)([CH3:20])([CH3:19])[CH3:18].[ClH:28]. The catalyst is C(O)(=O)C.C(OCC)C. The product is [ClH:28].[C:17]([C:21]1[N:22]=[C:23]([N:26]2[C:12]([OH:14])=[C:3]3[C:2]([CH2:11][CH2:10][C:9]4[CH:8]=[CH:7][CH:6]=[CH:5][C:4]=43)=[N:27]2)[S:24][CH:25]=1)([CH3:20])([CH3:18])[CH3:19]. The yield is 0.130.